From a dataset of Aqueous solubility values for 9,982 compounds from the AqSolDB database. Regression/Classification. Given a drug SMILES string, predict its absorption, distribution, metabolism, or excretion properties. Task type varies by dataset: regression for continuous measurements (e.g., permeability, clearance, half-life) or binary classification for categorical outcomes (e.g., BBB penetration, CYP inhibition). For this dataset (solubility_aqsoldb), we predict Y. The compound is O=C(O)C=CCCC(=O)O. The Y is -1.20 log mol/L.